Dataset: M1 muscarinic receptor agonist screen with 61,833 compounds. Task: Binary Classification. Given a drug SMILES string, predict its activity (active/inactive) in a high-throughput screening assay against a specified biological target. (1) The result is 0 (inactive). The drug is s1c(C(=O)C(O)NC(=O)c2cccnc2)ccc1. (2) The molecule is Clc1sc(C(=O)NCC(N2CCOCC2)c2sccc2)cc1. The result is 0 (inactive).